Task: Regression. Given two drug SMILES strings and cell line genomic features, predict the synergy score measuring deviation from expected non-interaction effect.. Dataset: NCI-60 drug combinations with 297,098 pairs across 59 cell lines (1) Drug 1: C(=O)(N)NO. Drug 2: COC1=C2C(=CC3=C1OC=C3)C=CC(=O)O2. Cell line: OVCAR-5. Synergy scores: CSS=1.55, Synergy_ZIP=-0.563, Synergy_Bliss=-0.840, Synergy_Loewe=-0.807, Synergy_HSA=-0.682. (2) Synergy scores: CSS=11.2, Synergy_ZIP=-1.62, Synergy_Bliss=-2.60, Synergy_Loewe=-5.61, Synergy_HSA=-3.24. Cell line: HS 578T. Drug 1: C1=NC2=C(N1)C(=S)N=C(N2)N. Drug 2: C1=NC(=NC(=O)N1C2C(C(C(O2)CO)O)O)N. (3) Drug 1: CC1CCCC2(C(O2)CC(NC(=O)CC(C(C(=O)C(C1O)C)(C)C)O)C(=CC3=CSC(=N3)C)C)C. Drug 2: COCCOC1=C(C=C2C(=C1)C(=NC=N2)NC3=CC=CC(=C3)C#C)OCCOC.Cl. Cell line: A498. Synergy scores: CSS=36.1, Synergy_ZIP=3.34, Synergy_Bliss=8.33, Synergy_Loewe=-33.9, Synergy_HSA=1.61. (4) Drug 1: CC12CCC(CC1=CCC3C2CCC4(C3CC=C4C5=CN=CC=C5)C)O. Drug 2: C1C(C(OC1N2C=NC3=C(N=C(N=C32)Cl)N)CO)O. Cell line: CCRF-CEM. Synergy scores: CSS=67.0, Synergy_ZIP=-3.01, Synergy_Bliss=-4.92, Synergy_Loewe=-27.7, Synergy_HSA=-3.52.